From a dataset of Forward reaction prediction with 1.9M reactions from USPTO patents (1976-2016). Predict the product of the given reaction. (1) The product is: [F:1][C:2]([F:37])([F:36])[C:3]1[CH:4]=[C:5]([C:13]([N:15]2[C@H:20]([CH2:21][C:22]3[C:30]4[C:25](=[CH:26][CH:27]=[CH:28][CH:29]=4)[NH:24][CH:23]=3)[CH2:19][N:18]3[C@@H:31]([CH2:34][N:38]4[CH2:43][CH2:42][O:41][CH2:40][CH2:39]4)[CH2:32][CH2:33][C@@H:17]3[CH2:16]2)=[O:14])[CH:6]=[C:7]([C:9]([F:12])([F:11])[F:10])[CH:8]=1. Given the reactants [F:1][C:2]([F:37])([F:36])[C:3]1[CH:4]=[C:5]([C:13]([N:15]2[C@H:20]([CH2:21][C:22]3[C:30]4[C:25](=[CH:26][CH:27]=[CH:28][CH:29]=4)[NH:24][CH:23]=3)[CH2:19][N:18]3[C@@H:31]([CH2:34]Cl)[CH2:32][CH2:33][C@@H:17]3[CH2:16]2)=[O:14])[CH:6]=[C:7]([C:9]([F:12])([F:11])[F:10])[CH:8]=1.[NH:38]1[CH2:43][CH2:42][O:41][CH2:40][CH2:39]1.C(OCC)(=O)C.C(=O)(O)[O-].[Na+], predict the reaction product. (2) Given the reactants [C:1]([CH:4]1[CH:9]2[O:10][CH:6]([CH2:7][CH2:8]2)[CH:5]1[CH2:11][C:12]1[CH:17]=[C:16]([F:18])[CH:15]=[CH:14][C:13]=1[O:19][CH2:20][C:21]1[CH:26]=[CH:25][CH:24]=[CH:23][CH:22]=1)(O)=[O:2].[NH2:27][C@H:28]([C:31]([NH2:33])=[O:32])[CH2:29][OH:30].CN1[CH2:40][CH2:39]OCC1.CCN=C=N[CH2:46][CH2:47][CH2:48]N(C)C, predict the reaction product. The product is: [CH:48]1([CH2:47][CH2:46][CH2:39][CH2:40][NH:33][C:31](=[O:32])[CH:28]([NH:27][C:1]([CH:4]2[CH:9]3[O:10][CH:6]([CH2:7][CH2:8]3)[CH:5]2[CH2:11][C:12]2[CH:17]=[C:16]([F:18])[CH:15]=[CH:14][C:13]=2[O:19][CH2:20][C:21]2[CH:26]=[CH:25][CH:24]=[CH:23][CH:22]=2)=[O:2])[CH2:29][OH:30])[CH2:8][CH2:9][CH2:4][CH2:5][CH2:6]1. (3) Given the reactants [NH2:1][C:2]1[CH:3]=[C:4]([C:13]2[O:14][C:15]3[CH:21]=[CH:20][C:19]([C:22]4[CH:27]=[CH:26][CH:25]=[CH:24][CH:23]=4)=[CH:18][C:16]=3[N:17]=2)[CH:5]=[CH:6][C:7]=1[C:8]1[CH:12]=[CH:11][S:10][CH:9]=1.[CH:28]1[C:33]([C:34]([OH:36])=[O:35])=[CH:32][C:31]2[C:37]([O:39][C:40](=O)[C:30]=2[CH:29]=1)=[O:38], predict the reaction product. The product is: [C:22]1([C:19]2[CH:20]=[CH:21][C:15]3[O:14][C:13]([C:4]4[CH:5]=[CH:6][C:7]([C:8]5[CH:12]=[CH:11][S:10][CH:9]=5)=[C:2]([N:1]5[C:37](=[O:38])[C:31]6[C:30](=[CH:29][CH:28]=[C:33]([C:34]([OH:36])=[O:35])[CH:32]=6)[C:40]5=[O:39])[CH:3]=4)=[N:17][C:16]=3[CH:18]=2)[CH:27]=[CH:26][CH:25]=[CH:24][CH:23]=1. (4) Given the reactants [Cl:1][C:2]1[N:3]=[N:4][N:5]([C:7]2[CH:12]=[CH:11][C:10]([N+:13]([O-])=O)=[CH:9][CH:8]=2)[CH:6]=1.Cl[Sn]Cl, predict the reaction product. The product is: [Cl:1][C:2]1[N:3]=[N:4][N:5]([C:7]2[CH:12]=[CH:11][C:10]([NH2:13])=[CH:9][CH:8]=2)[CH:6]=1. (5) Given the reactants [CH3:1][C:2]([OH:12])([CH2:5][CH2:6][CH:7]([CH3:11])[CH:8]([CH3:10])[CH3:9])[C:3]#[CH:4].C1(C)C=CC(S(O)(=O)=O)=CC=1.[C:24](OC(=O)C)(=[O:26])[CH3:25], predict the reaction product. The product is: [C:24]([O:12][C:2]([CH3:1])([CH2:5][CH2:6][CH:7]([CH3:11])[CH:8]([CH3:9])[CH3:10])[C:3]#[CH:4])(=[O:26])[CH3:25]. (6) Given the reactants [CH2:1]([SiH:3]([CH2:6][CH3:7])[CH2:4][CH3:5])[CH3:2].C(OC=C)(=[O:10])C.[CH:14]([Si:16]([CH2:21][CH3:22])([CH2:19][CH3:20])[CH2:17][CH3:18])=[CH2:15], predict the reaction product. The product is: [CH2:14]([Si:16]([CH2:21][CH3:22])([CH2:19][CH3:20])[CH2:17][CH3:18])[CH3:15].[CH2:1]([Si:3]([CH2:6][CH3:7])([CH2:4][CH3:5])[OH:10])[CH3:2]. (7) Given the reactants Br[C:2]1[S:6][C:5]([CH3:7])=[C:4]([CH2:8][C:9]2[CH:14]=[CH:13][CH:12]=[C:11]([CH3:15])[CH:10]=2)[CH:3]=1.[Li]CCCC.CCCCCC.CN([CH:30]=[O:31])C, predict the reaction product. The product is: [CH3:7][C:5]1[S:6][C:2]([CH:30]=[O:31])=[CH:3][C:4]=1[CH2:8][C:9]1[CH:14]=[CH:13][CH:12]=[C:11]([CH3:15])[CH:10]=1.